Dataset: Full USPTO retrosynthesis dataset with 1.9M reactions from patents (1976-2016). Task: Predict the reactants needed to synthesize the given product. (1) Given the product [C:1](=[O:10])([O:3][C:4]1[CH:9]=[CH:8][CH:7]=[CH:6][C:5]=1[Si:25]([CH3:27])([CH3:26])[CH3:24])[NH2:2], predict the reactants needed to synthesize it. The reactants are: [C:1](=[O:10])([O:3][C:4]1[CH:9]=[CH:8][CH:7]=[CH:6][CH:5]=1)[NH2:2].CN(CCN(C)C)C.[Li]C(CC)C.[CH3:24][Si:25](Cl)([CH3:27])[CH3:26]. (2) Given the product [O:17]1[C:18]2[CH:19]=[CH:20][C:12]([CH2:11][O:21][C:2]3[CH:7]=[CH:6][N:5]=[CH:4][C:3]=3[N+:8]([O-:10])=[O:9])=[CH:13][C:14]=2[O:15][CH2:16]1, predict the reactants needed to synthesize it. The reactants are: Cl[C:2]1[CH:7]=[CH:6][N:5]=[CH:4][C:3]=1[N+:8]([O-:10])=[O:9].[CH2:11]([OH:21])[C:12]1[CH:20]=[CH:19][C:18]2[O:17][CH2:16][O:15][C:14]=2[CH:13]=1.